This data is from Catalyst prediction with 721,799 reactions and 888 catalyst types from USPTO. The task is: Predict which catalyst facilitates the given reaction. (1) Reactant: [Cl:1][C:2]1[CH:3]=[CH:4][C:5]([F:31])=[C:6]([C:8]2[O:12][N:11](CC3C=CC(OC)=CC=3OC)[C:10]([CH3:30])([C:24]3[CH:29]=[CH:28][CH:27]=[CH:26][CH:25]=3)[CH:9]=2)[CH:7]=1.FC(F)(F)C(O)=O.C([O-])([O-])=O.[Na+].[Na+]. Product: [Cl:1][C:2]1[CH:3]=[CH:4][C:5]([F:31])=[C:6]([C:8]2[O:12][NH:11][C:10]([CH3:30])([C:24]3[CH:29]=[CH:28][CH:27]=[CH:26][CH:25]=3)[CH:9]=2)[CH:7]=1. The catalyst class is: 2. (2) Reactant: [Cl:1][C:2]1[CH:10]=[C:9]2[C:5]([C:6]([OH:11])=[N:7][NH:8]2)=[CH:4][CH:3]=1.[N:12]([CH2:15][CH2:16][CH2:17][CH2:18][CH2:19][CH3:20])=[C:13]=[O:14]. Product: [CH2:15]([NH:12][C:13]([N:8]1[C:9]2[C:5](=[CH:4][CH:3]=[C:2]([Cl:1])[CH:10]=2)[C:6]([OH:11])=[N:7]1)=[O:14])[CH2:16][CH2:17][CH2:18][CH2:19][CH3:20]. The catalyst class is: 3.